Predict the reaction yield, written as a fraction of the theoretical maximum amount of product (1.0 means a 100% yield; for example, 0.34 means a 34% yield). From a dataset of Reaction yield outcomes from USPTO patents with 853,638 reactions. (1) The catalyst is O. The yield is 0.630. The product is [CH:14]1[C:23]2[C:18](=[CH:19][CH:20]=[CH:21][CH:22]=2)[CH:17]=[CH:16][C:15]=1[C:24]1[CH2:25][CH:26]2[N:31]([CH2:2][CH2:3][O:4][C:5]3[CH:13]=[CH:12][CH:11]=[C:10]4[C:6]=3[CH:7]=[CH:8][NH:9]4)[CH:29]([CH2:28][CH2:27]2)[CH:30]=1. The reactants are Cl[CH2:2][CH2:3][O:4][C:5]1[CH:13]=[CH:12][CH:11]=[C:10]2[C:6]=1[CH:7]=[CH:8][NH:9]2.[CH:14]1[C:23]2[C:18](=[CH:19][CH:20]=[CH:21][CH:22]=2)[CH:17]=[CH:16][C:15]=1[C:24]1[CH2:30][CH:29]2[NH:31][CH:26]([CH2:27][CH2:28]2)[CH:25]=1.CS(C)=O. (2) The reactants are [OH:1][CH2:2][CH2:3][O:4][C@H:5]1[CH2:10][CH2:9][C@H:8]([N:11]2[C:16](=[O:17])[C:15]([CH2:18][C:19]3[CH:24]=[CH:23][C:22]([C:25]4[C:26]([C:31]#[N:32])=[CH:27][CH:28]=[CH:29][CH:30]=4)=[CH:21][CH:20]=3)=[C:14]([CH2:33][CH2:34][CH3:35])[N:13]3[N:36]=[CH:37][N:38]=[C:12]23)[CH2:7][CH2:6]1.C(N(CC)CC)C.[CH3:46][S:47](Cl)(=[O:49])=[O:48]. The catalyst is CN(C)C1C=CN=CC=1.C(#N)C. The product is [CH3:46][S:47]([O:1][CH2:2][CH2:3][O:4][C@H:5]1[CH2:10][CH2:9][C@H:8]([N:11]2[C:16](=[O:17])[C:15]([CH2:18][C:19]3[CH:24]=[CH:23][C:22]([C:25]4[CH:30]=[CH:29][CH:28]=[CH:27][C:26]=4[C:31]#[N:32])=[CH:21][CH:20]=3)=[C:14]([CH2:33][CH2:34][CH3:35])[N:13]3[N:36]=[CH:37][N:38]=[C:12]23)[CH2:7][CH2:6]1)(=[O:49])=[O:48]. The yield is 0.890. (3) The reactants are Cl.[CH3:2][CH:3]1[C:8](=O)[CH:7]2[CH2:10][CH2:11][N:4]1[CH2:5][CH2:6]2.Cl.[NH2:13][OH:14].O.[OH-].[Na+]. The catalyst is CCO.N1C=CC=CC=1. The product is [CH3:2][CH:3]1[C:8](=[N:13][OH:14])[CH:7]2[CH2:10][CH2:11][N:4]1[CH2:5][CH2:6]2. The yield is 0.960. (4) The reactants are C(N(CC)CC)C.[CH:8]([C:10]1[C:18]2[C:13](=[CH:14][CH:15]=[CH:16][CH:17]=2)[N:12](C(OC(C)(C)C)=O)[CH:11]=1)=[O:9].[F:26][C:27]1[CH:42]=[CH:41][C:30]([CH:31]=[N:32][C:33]2[CH:38]=[CH:37][N:36]=[C:35]([O:39][CH3:40])[CH:34]=2)=[CH:29][CH:28]=1. The yield is 0.170. The product is [F:26][C:27]1[CH:28]=[CH:29][C:30]([CH:31]([NH:32][C:33]2[CH:38]=[CH:37][N:36]=[C:35]([O:39][CH3:40])[CH:34]=2)[C:8]([C:10]2[C:18]3[C:13](=[CH:14][CH:15]=[CH:16][CH:17]=3)[NH:12][CH:11]=2)=[O:9])=[CH:41][CH:42]=1. The catalyst is [Cl-].C([N+]1C(C)=C(CCO)SC=1)C1C=CC=CC=1.C(O)C. (5) The yield is 0.780. The product is [Br:16][CH2:10][C:9]1[N:8]([CH2:11][CH2:12][CH3:13])[C:7](=[O:14])[NH:6][C:5](=[O:15])[C:4]=1[N+:1]([O-:3])=[O:2]. The reactants are [N+:1]([C:4]1[C:5](=[O:15])[NH:6][C:7](=[O:14])[N:8]([CH2:11][CH2:12][CH3:13])[C:9]=1[CH3:10])([O-:3])=[O:2].[Br:16]Br. The catalyst is C(Cl)(Cl)Cl. (6) The yield is 0.623. The product is [C:18]([O:22][C:23]([C:24]1[S:15][C:13]([C:7]2[C:8](=[O:12])[O:9][C:10]3[C:5]([CH:6]=2)=[CH:4][CH:3]=[C:2]([OH:1])[CH:11]=3)=[N:14][C:25]=1[CH3:26])=[O:29])([CH3:21])([CH3:20])[CH3:19]. The catalyst is CN(C)C=O. The reactants are [OH:1][C:2]1[CH:11]=[C:10]2[C:5]([CH:6]=[C:7]([C:13](=[S:15])[NH2:14])[C:8](=[O:12])[O:9]2)=[CH:4][CH:3]=1.[H-].[Na+].[C:18]([O:22][C:23](=[O:29])[CH:24](Br)[C:25](=O)[CH3:26])([CH3:21])([CH3:20])[CH3:19].O. (7) The reactants are [Cl:1][C:2]1[CH:3]=[CH:4][C:5]2[N:12]3[CH2:13][C@H:8]([CH2:9][CH2:10][CH2:11]3)[NH:7][C:6]=2[N:14]=1.[CH3:15][C:16]([O:19][C:20](O[C:20]([O:19][C:16]([CH3:18])([CH3:17])[CH3:15])=[O:21])=[O:21])([CH3:18])[CH3:17].O. The catalyst is CN(C1C=CN=CC=1)C.C1COCC1. The product is [Cl:1][C:2]1[CH:3]=[CH:4][C:5]2[N:12]3[CH2:13][C@H:8]([CH2:9][CH2:10][CH2:11]3)[N:7]([C:20]([O:19][C:16]([CH3:18])([CH3:17])[CH3:15])=[O:21])[C:6]=2[N:14]=1. The yield is 0.920.